Dataset: Forward reaction prediction with 1.9M reactions from USPTO patents (1976-2016). Task: Predict the product of the given reaction. (1) Given the reactants [O:1]1[CH2:6][CH2:5][CH2:4][CH2:3][CH:2]1[N:7]1[C:11]2[CH:12]=[CH:13][C:14]([CH:16]=O)=[CH:15][C:10]=2[N:9]=[CH:8]1.[CH3:18][NH2:19], predict the reaction product. The product is: [O:1]1[CH2:6][CH2:5][CH2:4][CH2:3][CH:2]1[N:7]1[C:11]2[CH:12]=[CH:13][C:14]([CH:16]=[N:19][CH3:18])=[CH:15][C:10]=2[N:9]=[CH:8]1. (2) Given the reactants [ClH:1].[N+](C1C=CC(C2SC(CCN)=NC=2)=CC=1)([O-])=O.C(OC(=O)[NH:25][CH2:26][C:27]1[S:28][C:29]([C:32]2[CH:37]=[CH:36][C:35]([N+:38]([O-:40])=[O:39])=[CH:34][CH:33]=2)=[CH:30][N:31]=1)(C)(C)C.Cl, predict the reaction product. The product is: [ClH:1].[N+:38]([C:35]1[CH:34]=[CH:33][C:32]([C:29]2[S:28][C:27]([CH2:26][NH2:25])=[N:31][CH:30]=2)=[CH:37][CH:36]=1)([O-:40])=[O:39]. (3) Given the reactants C(OC([N:8]([CH2:21][C@@H:22]1[C@@H:26]([C:27]2[CH:32]=[CH:31][CH:30]=[CH:29][CH:28]=2)[CH2:25][N:24]([C:33](=[O:41])[CH2:34][CH2:35][CH2:36][CH2:37][C:38]([OH:40])=[O:39])[CH2:23]1)[C@@H:9]([C:11]1[C:20]2[C:15](=[CH:16][CH:17]=[CH:18][CH:19]=2)[CH:14]=[CH:13][CH:12]=1)[CH3:10])=O)(C)(C)C.CO.[ClH:44].O1CCOCC1, predict the reaction product. The product is: [ClH:44].[C:11]1([C@H:9]([NH:8][CH2:21][C@@H:22]2[C@@H:26]([C:27]3[CH:32]=[CH:31][CH:30]=[CH:29][CH:28]=3)[CH2:25][N:24]([C:33](=[O:41])[CH2:34][CH2:35][CH2:36][CH2:37][C:38]([OH:40])=[O:39])[CH2:23]2)[CH3:10])[C:20]2[C:15](=[CH:16][CH:17]=[CH:18][CH:19]=2)[CH:14]=[CH:13][CH:12]=1. (4) Given the reactants C([O:3][C:4](=[O:20])[CH2:5][S:6][C:7]1[NH:11][C:10]2[C:12]([CH:18]=[O:19])=[C:13]([O:16]C)[CH:14]=[CH:15][C:9]=2[N:8]=1)C.B(Br)(Br)Br, predict the reaction product. The product is: [CH:18]([C:12]1[C:10]2[NH:11][C:7]([S:6][CH2:5][C:4]([OH:20])=[O:3])=[N:8][C:9]=2[CH:15]=[CH:14][C:13]=1[OH:16])=[O:19]. (5) Given the reactants [CH3:1][C:2]1([C:8]([OH:10])=O)[CH2:7][CH2:6][CH2:5][CH2:4][CH2:3]1.[S:11]1[CH:15]=[CH:14][CH:13]=[C:12]1[CH2:16][NH2:17].C(N(CC)CC)C.CCN=C=NCCCN(C)C, predict the reaction product. The product is: [S:11]1[CH:15]=[CH:14][CH:13]=[C:12]1[CH2:16][NH:17][C:8]([C:2]1([CH3:1])[CH2:3][CH2:4][CH2:5][CH2:6][CH2:7]1)=[O:10]. (6) Given the reactants [F:1][C:2]([F:28])([F:27])[C:3]1([O:22][Si](C)(C)C)[C:15]2[NH:14][C:13]3[C:8](=[CH:9][C:10]([C:20]#[N:21])=[CH:11][C:12]=3[C:16]([F:19])([F:18])[F:17])[C:7]=2[CH2:6][CH2:5][CH2:4]1.[OH-].[K+], predict the reaction product. The product is: [OH:22][C:3]1([C:2]([F:28])([F:1])[F:27])[C:15]2[NH:14][C:13]3[C:8](=[CH:9][C:10]([C:20]#[N:21])=[CH:11][C:12]=3[C:16]([F:17])([F:18])[F:19])[C:7]=2[CH2:6][CH2:5][CH2:4]1.